This data is from Reaction yield outcomes from USPTO patents with 853,638 reactions. The task is: Predict the reaction yield, written as a fraction of the theoretical maximum amount of product (1.0 means a 100% yield; for example, 0.34 means a 34% yield). (1) The reactants are C([O:8][N:9]1[C:15](=[O:16])[N:14]2[CH2:17][C@H:10]1[CH2:11][CH2:12][C@H:13]2[C:18]1[O:19][C:20]([CH:23]2[CH2:28][CH2:27][N:26]([CH3:29])[CH2:25][CH2:24]2)=[N:21][N:22]=1)C1C=CC=CC=1. The catalyst is C1COCC1.[Pd]. The product is [OH:8][N:9]1[C:15](=[O:16])[N:14]2[CH2:17][C@H:10]1[CH2:11][CH2:12][C@H:13]2[C:18]1[O:19][C:20]([CH:23]2[CH2:28][CH2:27][N:26]([CH3:29])[CH2:25][CH2:24]2)=[N:21][N:22]=1. The yield is 0.970. (2) The reactants are C(OC([N:8]1[CH2:13][CH2:12][C:11]([C:17]([C:19]2[NH:20][C:21]3[C:26]([CH:27]=2)=[CH:25][C:24]([F:28])=[CH:23][CH:22]=3)=[O:18])([CH2:14][CH2:15][CH3:16])[CH2:10][CH2:9]1)=O)(C)(C)C. The catalyst is Cl. The product is [F:28][C:24]1[CH:25]=[C:26]2[C:21](=[CH:22][CH:23]=1)[NH:20][C:19]([C:17]([C:11]1([CH2:14][CH2:15][CH3:16])[CH2:12][CH2:13][NH:8][CH2:9][CH2:10]1)=[O:18])=[CH:27]2. The yield is 0.970. (3) The reactants are [CH2:1]([N:8]1[CH2:22][CH:21]([CH3:23])[N:11]2[C:12](=[O:20])[C:13]3[CH:14]=[CH:15][CH:16]=[CH:17][C:18]=3[CH2:19][CH:10]2[CH2:9]1)C1C=CC=CC=1.[H][H]. The catalyst is [Pd].CO. The product is [CH3:1][N:8]1[CH2:22][C@@H:21]([CH3:23])[N:11]2[C:12](=[O:20])[C:13]3[CH:14]=[CH:15][CH:16]=[CH:17][C:18]=3[CH2:19][C@@H:10]2[CH2:9]1. The yield is 0.170. (4) The reactants are [CH3:1][O:2][C:3]1[CH:4]=[C:5]2[C:10](=[CH:11][C:12]=1[O:13][CH3:14])[N:9]=[CH:8][CH:7]=[C:6]2[O:15][C:16]1[CH:22]=[CH:21][C:19]([NH2:20])=[C:18]([CH3:23])[C:17]=1[CH3:24].C(N(CC)CC)C.ClC(Cl)(O[C:36](=[O:42])OC(Cl)(Cl)Cl)Cl.[CH2:44]([N:48]([CH2:52][CH2:53][CH2:54][CH3:55])[CH2:49][CH2:50][NH2:51])[CH2:45][CH2:46][CH3:47]. The catalyst is C(Cl)(Cl)Cl.O. The product is [CH2:44]([N:48]([CH2:52][CH2:53][CH2:54][CH3:55])[CH2:49][CH2:50][NH:51][C:36]([NH:20][C:19]1[CH:21]=[CH:22][C:16]([O:15][C:6]2[C:5]3[C:10](=[CH:11][C:12]([O:13][CH3:14])=[C:3]([O:2][CH3:1])[CH:4]=3)[N:9]=[CH:8][CH:7]=2)=[C:17]([CH3:24])[C:18]=1[CH3:23])=[O:42])[CH2:45][CH2:46][CH3:47]. The yield is 0.490. (5) The yield is 0.290. The product is [C:20]([CH:22]1[CH2:24][CH:23]1[C:25]([NH:19][CH2:18][C:12]1([C:9]2[S:10][CH:11]=[C:7]([C:1]3[CH:2]=[CH:3][CH:4]=[CH:5][CH:6]=3)[N:8]=2)[CH2:13][CH2:14][O:15][CH2:16][CH2:17]1)=[O:26])#[N:21]. No catalyst specified. The reactants are [C:1]1([C:7]2[N:8]=[C:9]([C:12]3([CH2:18][NH2:19])[CH2:17][CH2:16][O:15][CH2:14][CH2:13]3)[S:10][CH:11]=2)[CH:6]=[CH:5][CH:4]=[CH:3][CH:2]=1.[C:20]([CH:22]1[CH2:24][CH:23]1[C:25](O)=[O:26])#[N:21]. (6) The reactants are [C:1]([O:5][C:6]([N:8]1[C@@H:12]([CH3:13])[C@H:11]([F:14])[CH2:10][C@H:9]1[C:15]([OH:17])=O)=[O:7])([CH3:4])([CH3:3])[CH3:2].[Cl:18][C:19]1[C:20]([CH2:35][NH2:36])=[CH:21][C:22]([C:25]2[CH:26]=[N:27][C:28]([C:31]([F:34])([F:33])[F:32])=[N:29][CH:30]=2)=[N:23][CH:24]=1.CCN(C(C)C)C(C)C.CN(C(ON1N=NC2C=CC=NC1=2)=[N+](C)C)C.F[P-](F)(F)(F)(F)F. The catalyst is CN(C)C=O.C(OCC)(=O)C. The product is [Cl:18][C:19]1[C:20]([CH2:35][NH:36][C:15]([C@H:9]2[N:8]([C:6]([O:5][C:1]([CH3:2])([CH3:3])[CH3:4])=[O:7])[C@@H:12]([CH3:13])[C@H:11]([F:14])[CH2:10]2)=[O:17])=[CH:21][C:22]([C:25]2[CH:30]=[N:29][C:28]([C:31]([F:33])([F:34])[F:32])=[N:27][CH:26]=2)=[N:23][CH:24]=1. The yield is 0.840. (7) The reactants are [O:1]=[C:2]1[C:6]2([CH2:11][CH2:10][N:9]([CH2:12][CH2:13][CH2:14][C:15](=[O:22])[C:16]3[CH:21]=[CH:20][CH:19]=[CH:18][CH:17]=3)[CH2:8][CH2:7]2)[N:5]([C:23]2[CH:28]=[CH:27][CH:26]=[CH:25][CH:24]=2)[CH2:4][N:3]1[CH2:29][C:30]1[CH:31]=[C:32]([CH:40]=[CH:41][CH:42]=1)[C:33]([O:35][C:36]([CH3:39])([CH3:38])[CH3:37])=[O:34].[BH4-].[Na+]. The catalyst is C(O)C. The product is [OH:22][CH:15]([C:16]1[CH:17]=[CH:18][CH:19]=[CH:20][CH:21]=1)[CH2:14][CH2:13][CH2:12][N:9]1[CH2:10][CH2:11][C:6]2([N:5]([C:23]3[CH:24]=[CH:25][CH:26]=[CH:27][CH:28]=3)[CH2:4][N:3]([CH2:29][C:30]3[CH:31]=[C:32]([CH:40]=[CH:41][CH:42]=3)[C:33]([O:35][C:36]([CH3:39])([CH3:38])[CH3:37])=[O:34])[C:2]2=[O:1])[CH2:7][CH2:8]1. The yield is 0.830. (8) The catalyst is O. The reactants are [C:1]([O:5][C:6]([N:8]1[CH2:13][CH2:12][CH:11]([C:14]([C:16]2[S:17][CH:18]=[CH:19][C:20]=2[Br:21])=O)[CH2:10][CH2:9]1)=[O:7])([CH3:4])([CH3:3])[CH3:2].Cl.[NH2:23][OH:24].N1C=CC=CC=1. The product is [C:1]([O:5][C:6]([N:8]1[CH2:13][CH2:12][CH:11]([C:14]([C:16]2[S:17][CH:18]=[CH:19][C:20]=2[Br:21])=[N:23][OH:24])[CH2:10][CH2:9]1)=[O:7])([CH3:4])([CH3:3])[CH3:2]. The yield is 0.580.